This data is from Full USPTO retrosynthesis dataset with 1.9M reactions from patents (1976-2016). The task is: Predict the reactants needed to synthesize the given product. (1) Given the product [CH2:1]([NH:5][C:6](=[O:12])[CH2:7][CH2:8][C:9]([OH:11])=[O:10])[CH2:2][CH:3]=[CH2:4], predict the reactants needed to synthesize it. The reactants are: [CH2:1]([NH2:5])[CH2:2][CH:3]=[CH2:4].[C:6]1(=[O:12])[O:11][C:9](=[O:10])[CH2:8][CH2:7]1.[OH-].[Na+]. (2) Given the product [CH3:14][N:15]([N:3]1[CH2:4][CH2:5][C:6]2([CH2:11][CH2:10][CH:9]([C:17]#[N:18])[CH2:8][CH2:7]2)[C:2]1=[O:13])[CH3:16], predict the reactants needed to synthesize it. The reactants are: Cl.[C:2]1(=[O:13])[C:6]2([CH2:11][CH2:10][C:9](=O)[CH2:8][CH2:7]2)[CH2:5][CH2:4][NH:3]1.[CH3:14][NH:15][CH3:16].[C-:17]#[N:18].[K+]. (3) Given the product [CH2:1]([O:3][C:4](=[O:32])[CH:5]([C:10]1[CH:11]=[C:12]([C:22]2[CH:23]=[CH:24][C:25]([C:28]([F:29])([F:30])[F:31])=[CH:26][CH:27]=2)[CH:13]=[C:14]([CH:16]2[CH2:21][CH2:20][CH2:19][N:18]([C:51]3[CH:52]=[CH:53][C:48]([F:47])=[C:49]([F:55])[CH:50]=3)[CH2:17]2)[CH:15]=1)[CH2:6][CH:7]([CH3:9])[CH3:8])[CH3:2], predict the reactants needed to synthesize it. The reactants are: [CH2:1]([O:3][C:4](=[O:32])[CH:5]([C:10]1[CH:11]=[C:12]([C:22]2[CH:27]=[CH:26][C:25]([C:28]([F:31])([F:30])[F:29])=[CH:24][CH:23]=2)[CH:13]=[C:14]([CH:16]2[CH2:21][CH2:20][CH2:19][NH:18][CH2:17]2)[CH:15]=1)[CH2:6][CH:7]([CH3:9])[CH3:8])[CH3:2].N1CCC[C@H]1C(O)=O.C(=O)([O-])[O-].[K+].[K+].[F:47][C:48]1[CH:53]=[CH:52][C:51](I)=[CH:50][C:49]=1[F:55]. (4) Given the product [CH3:1][NH:2][C:3]1[N:8]=[C:7]2[N:9]([CH3:16])[C:10]([C:12]([F:15])([F:14])[F:13])=[N:11][C:6]2=[CH:5][C:4]=1[NH2:17], predict the reactants needed to synthesize it. The reactants are: [CH3:1][NH:2][C:3]1[N:8]=[C:7]2[N:9]([CH3:16])[C:10]([C:12]([F:15])([F:14])[F:13])=[N:11][C:6]2=[CH:5][C:4]=1[N+:17]([O-])=O.[H][H]. (5) Given the product [Br:1][C:2]1[CH:3]=[CH:4][C:5]([O:9][CH3:10])=[C:6]([O:8][CH:12]2[CH2:17][CH2:16][CH2:15][CH2:14][C:13]2=[O:18])[CH:7]=1, predict the reactants needed to synthesize it. The reactants are: [Br:1][C:2]1[CH:3]=[CH:4][C:5]([O:9][CH3:10])=[C:6]([OH:8])[CH:7]=1.Cl[CH:12]1[CH2:17][CH2:16][CH2:15][CH2:14][C:13]1=[O:18].C(=O)([O-])[O-].[K+].[K+].CN(C=O)C. (6) Given the product [CH2:30]([NH:37][CH2:38][CH2:39][N:40]1[C:49]2[C:44]([C:45](=[O:51])[NH:46][C:47](=[O:50])[N:48]=2)=[N:43][C:42]2[CH:52]=[C:53]([CH3:57])[C:54]([CH3:56])=[CH:55][C:41]1=2)[C:31]1[CH:32]=[CH:33][CH:34]=[CH:35][CH:36]=1, predict the reactants needed to synthesize it. The reactants are: CC1C(C)=CC2N(CC=O)C3C(C(=O)NC(=O)N=3)=NC=2C=1.C(N)C1C=CC=CC=1.[CH2:30]([N:37](C)[CH2:38][CH2:39][N:40]1[C:49]2[C:44]([C:45](=[O:51])[NH:46][C:47](=[O:50])[N:48]=2)=[N:43][C:42]2[CH:52]=[C:53]([CH3:57])[C:54]([CH3:56])=[CH:55][C:41]1=2)[C:31]1[CH:36]=[CH:35][CH:34]=[CH:33][CH:32]=1. (7) The reactants are: [Br:1][C:2]1[CH:3]=[C:4]([C:9](=[O:11])[CH3:10])[CH:5]=[CH:6][C:7]=1[F:8].[CH2:12](O)[CH2:13][OH:14].C1(C)C=CC(S(O)(=O)=O)=CC=1.O. Given the product [Br:1][C:2]1[CH:3]=[C:4]([C:9]2([CH3:10])[O:14][CH2:13][CH2:12][O:11]2)[CH:5]=[CH:6][C:7]=1[F:8], predict the reactants needed to synthesize it. (8) Given the product [CH:1]1[C:11]2[CH2:10][C:9]3([CH2:15][CH2:14][CH:13]([N:16]4[CH2:21][CH2:20][CH2:19][CH:18]([C:22]([OH:24])=[O:23])[CH2:17]4)[CH2:12]3)[C:8]3[CH:27]=[CH:28][CH:29]=[CH:30][C:7]=3[CH2:6][C:5]=2[CH:4]=[CH:3][CH:2]=1, predict the reactants needed to synthesize it. The reactants are: [CH:1]1[C:11]2[CH2:10][C:9]3([CH2:15][CH2:14][CH:13]([N:16]4[CH2:21][CH2:20][CH2:19][CH:18]([C:22]([O:24]CC)=[O:23])[CH2:17]4)[CH2:12]3)[C:8]3[CH:27]=[CH:28][CH:29]=[CH:30][C:7]=3[CH2:6][C:5]=2[CH:4]=[CH:3][CH:2]=1.[OH-].[K+]. (9) The reactants are: [Cl:1][C:2]1[CH:3]=[C:4]([CH:21]=[C:22]([C:24]([F:27])([F:26])[F:25])[CH:23]=1)[C:5]([N:7]([CH2:9][C@H:10]([C:14]1[CH:19]=[CH:18][C:17]([F:20])=[CH:16][CH:15]=1)[CH2:11][CH:12]=O)[CH3:8])=[O:6].Cl.[NH:29]1[CH2:32][CH:31]([N:33]2[CH2:38][CH2:37][O:36][CH2:35][CH2:34]2)[CH2:30]1.C(N(CC)CC)C.C(O[BH-](OC(=O)C)OC(=O)C)(=O)C.[Na+]. Given the product [Cl:1][C:2]1[CH:3]=[C:4]([CH:21]=[C:22]([C:24]([F:27])([F:25])[F:26])[CH:23]=1)[C:5]([N:7]([CH2:9][C@H:10]([C:14]1[CH:15]=[CH:16][C:17]([F:20])=[CH:18][CH:19]=1)[CH2:11][CH2:12][N:29]1[CH2:32][CH:31]([N:33]2[CH2:38][CH2:37][O:36][CH2:35][CH2:34]2)[CH2:30]1)[CH3:8])=[O:6], predict the reactants needed to synthesize it. (10) Given the product [CH2:1]([N:8]1[CH2:13][CH2:12][CH:11]([O:14][CH:18]([C:19]2[CH:24]=[CH:23][C:22]([Cl:25])=[CH:21][CH:20]=2)[C:17]2[CH:27]=[CH:28][C:29]([Cl:31])=[CH:30][C:16]=2[Cl:15])[CH2:10][CH2:9]1)[C:2]1[CH:3]=[CH:4][CH:5]=[CH:6][CH:7]=1, predict the reactants needed to synthesize it. The reactants are: [CH2:1]([N:8]1[CH2:13][CH2:12][CH:11]([OH:14])[CH2:10][CH2:9]1)[C:2]1[CH:7]=[CH:6][CH:5]=[CH:4][CH:3]=1.[Cl:15][C:16]1[CH:30]=[C:29]([Cl:31])[CH:28]=[CH:27][C:17]=1[CH:18](O)[C:19]1[CH:24]=[CH:23][C:22]([Cl:25])=[CH:21][CH:20]=1.C(N1CCC(OC(C2C=CC(Cl)=CC=2)C2C=CC=CC=2Cl)CC1)C1C=CC=CC=1.